The task is: Predict which catalyst facilitates the given reaction.. This data is from Catalyst prediction with 721,799 reactions and 888 catalyst types from USPTO. Reactant: [F:1][C:2]1[C:3]([NH:24][C@@H:25]2[CH2:30][CH2:29][CH2:28][N:27]([C:31](=[O:34])[CH:32]=[CH2:33])[CH2:26]2)=[N:4][C:5]([NH:8][C:9]2[CH:10]=[C:11]3[C:15](=[CH:16][CH:17]=2)[CH2:14][N:13]([CH:18]2[CH2:23][CH2:22][NH:21][CH2:20][CH2:19]2)[CH2:12]3)=[N:6][CH:7]=1.[C:35](Cl)(=[O:37])[CH3:36]. Product: [C:35]([N:21]1[CH2:22][CH2:23][CH:18]([N:13]2[CH2:12][C:11]3[C:15](=[CH:16][CH:17]=[C:9]([NH:8][C:5]4[N:4]=[C:3]([NH:24][C@@H:25]5[CH2:30][CH2:29][CH2:28][N:27]([C:31](=[O:34])[CH:32]=[CH2:33])[CH2:26]5)[C:2]([F:1])=[CH:7][N:6]=4)[CH:10]=3)[CH2:14]2)[CH2:19][CH2:20]1)(=[O:37])[CH3:36]. The catalyst class is: 2.